From a dataset of Reaction yield outcomes from USPTO patents with 853,638 reactions. Predict the reaction yield, written as a fraction of the theoretical maximum amount of product (1.0 means a 100% yield; for example, 0.34 means a 34% yield). The reactants are [CH3:1][C:2]1([CH3:23])[O:22][CH2:21][C:5]2=[C:6]([N:18]([CH3:20])[CH3:19])[N:7]=[C:8]3[O:16][C:15]4[C:14](=O)[NH:13][CH:12]=[N:11][C:10]=4[C:9]3=[C:4]2[CH2:3]1.P(Cl)(Cl)([Cl:26])=O. No catalyst specified. The product is [Cl:26][C:14]1[N:13]=[CH:12][N:11]=[C:10]2[C:9]3[C:8](=[N:7][C:6]([N:18]([CH3:20])[CH3:19])=[C:5]4[CH2:21][O:22][C:2]([CH3:23])([CH3:1])[CH2:3][C:4]=34)[O:16][C:15]=12. The yield is 0.650.